This data is from Reaction yield outcomes from USPTO patents with 853,638 reactions. The task is: Predict the reaction yield, written as a fraction of the theoretical maximum amount of product (1.0 means a 100% yield; for example, 0.34 means a 34% yield). (1) The reactants are [C:1]([C:3]1[N:8]=[CH:7][C:6]([NH:9][C:10](=O)[CH2:11][CH2:12][CH2:13][CH2:14][CH2:15][NH:16][C:17](=[O:23])[O:18][C:19]([CH3:22])([CH3:21])[CH3:20])=[CH:5][CH:4]=1)#[N:2].[C:25]([C:27]1[CH:32]=[CH:31][CH:30]=[CH:29][N:28]=1)#[N:26].[OH2:33].[NH2:34][NH2:35].[S]. The catalyst is C(O)C.C(Cl)(Cl)Cl. The product is [O:33]=[C:10]([NH:9][C:6]1[CH:7]=[N:8][C:3]([C:1]2[NH:34][NH:35][C:25]([C:27]3[CH:32]=[CH:31][CH:30]=[CH:29][N:28]=3)=[N:26][N:2]=2)=[CH:4][CH:5]=1)[CH2:11][CH2:12][CH2:13][CH2:14][CH2:15][NH:16][C:17](=[O:23])[O:18][C:19]([CH3:22])([CH3:21])[CH3:20]. The yield is 0.660. (2) The product is [CH2:8]([O:10][P:11]([CH2:2][C:3]1[O:7][N:6]=[CH:5][CH:4]=1)(=[O:15])[O:12][CH2:13][CH3:14])[CH3:9]. The yield is 0.927. The reactants are Br[CH2:2][C:3]1[O:7][N:6]=[CH:5][CH:4]=1.[CH2:8]([O:10][P:11]([O:15]CC)[O:12][CH2:13][CH3:14])[CH3:9]. No catalyst specified. (3) The yield is 0.750. The reactants are [CH2:1]([O:3][C:4]1[CH:9]=[CH:8][N+:7]([O-])=[C:6]([C:11]2[O:12][C:13](=[O:17])[N:14]([CH3:16])[N:15]=2)[CH:5]=1)[CH3:2].C(OC1C=CN=C(C2OC(=O)N(C)N=2)C=1)C.C1C=C([Cl:40])C=C(C(OO)=O)C=1.C(=O)(O)[O-].[Na+]. The product is [Cl:40][C:8]1[N:7]=[C:6]([C:11]2[O:12][C:13](=[O:17])[N:14]([CH3:16])[N:15]=2)[CH:5]=[C:4]([O:3][CH2:1][CH3:2])[CH:9]=1. The catalyst is C(Cl)Cl. (4) The reactants are [Br:1][C:2]1[CH:7]=[C:6]([CH3:8])[C:5]([N+:9]([O-])=O)=[CH:4][C:3]=1[CH3:12].N#N.O.NN. The catalyst is CO.[Ni]. The product is [NH2:9][C:5]1[CH:4]=[C:3]([CH3:12])[C:2]([Br:1])=[CH:7][C:6]=1[CH3:8]. The yield is 0.870. (5) The reactants are [CH:1]([C:3]1[CH:10]=[CH:9][C:6]([C:7]#[N:8])=[CH:5][CH:4]=1)=O.Cl.[NH2:12][OH:13].C([O-])(=O)C.[Na+]. The catalyst is CO.CCOCC. The product is [OH:13][N:12]=[CH:1][C:3]1[CH:10]=[CH:9][C:6]([C:7]#[N:8])=[CH:5][CH:4]=1. The yield is 0.890. (6) The reactants are Cl[CH2:2][C:3](=O)[CH3:4].[Cl:6][C:7]1[CH:8]=[C:9]([O:17][C:18]2[CH:23]=[CH:22][CH:21]=[CH:20][CH:19]=2)[C:10]([NH:13][C:14]([NH2:16])=[S:15])=[N:11][CH:12]=1.C(N(CC)CC)C. The catalyst is C(O)C. The product is [Cl:6][C:7]1[CH:8]=[C:9]([O:17][C:18]2[CH:19]=[CH:20][CH:21]=[CH:22][CH:23]=2)[C:10]([NH:13][C:14]2[S:15][CH:2]=[C:3]([CH3:4])[N:16]=2)=[N:11][CH:12]=1. The yield is 0.890. (7) The reactants are [Br:1][C:2]1[CH:14]=[CH:13][C:12]2[C:11]3[C:6](=[CH:7][C:8]([Br:15])=[CH:9][CH:10]=3)[NH:5][C:4]=2[CH:3]=1.I[CH2:17][C:18]([O:20][CH2:21][CH3:22])=[O:19].C([O-])([O-])=O.[Cs+].[Cs+].CCCCCCC. The catalyst is CC#N.CCOC(C)=O.C(Cl)Cl. The product is [Br:1][C:2]1[CH:14]=[CH:13][C:12]2[C:11]3[C:6](=[CH:7][C:8]([Br:15])=[CH:9][CH:10]=3)[N:5]([CH2:17][C:18]([O:20][CH2:21][CH3:22])=[O:19])[C:4]=2[CH:3]=1. The yield is 0.430. (8) The reactants are Cl.[CH3:2][O:3][C:4](=[O:29])[C:5]1[CH:10]=[CH:9][CH:8]=[C:7](/[CH:11]=[C:12]2/[CH:13]=[C:14]([C:22]3[CH:27]=[CH:26][CH:25]=[C:24]([OH:28])[CH:23]=3)[CH:15]([CH2:18][N:19]([CH3:21])[CH3:20])[CH2:16][CH2:17]/2)[CH:6]=1.C[Si](C)(C)[Cl:32].O. The catalyst is CC(C)=O. The product is [ClH:32].[CH3:2][O:3][C:4](=[O:29])[C:5]1[CH:10]=[CH:9][CH:8]=[C:7](/[CH:11]=[C:12]2\[CH:13]=[C:14]([C:22]3[CH:27]=[CH:26][CH:25]=[C:24]([OH:28])[CH:23]=3)[CH:15]([CH2:18][N:19]([CH3:21])[CH3:20])[CH2:16][CH2:17]\2)[CH:6]=1. The yield is 0.276.